Dataset: Forward reaction prediction with 1.9M reactions from USPTO patents (1976-2016). Task: Predict the product of the given reaction. (1) Given the reactants Br[C:2]1[CH:7]=[CH:6][C:5]2[C:8]3([CH2:23][O:24][C:4]=2[CH:3]=1)[C:16]1[C:11](=[CH:12][CH:13]=[CH:14][CH:15]=1)[N:10]([CH2:17][CH2:18][CH2:19][CH2:20][CH3:21])[C:9]3=[O:22], predict the reaction product. The product is: [CH2:17]([N:10]1[C:11]2[C:16](=[CH:15][CH:14]=[CH:13][CH:12]=2)[C:8]2([C:5]3[CH:6]=[CH:7][CH:2]=[CH:3][C:4]=3[O:24][CH2:23]2)[C:9]1=[O:22])[CH2:18][CH2:19][CH2:20][CH3:21]. (2) Given the reactants [O:1]1[C:5]2[CH:6]=[CH:7][CH:8]=[CH:9][C:4]=2[CH:3]=[C:2]1[CH2:10][CH2:11][CH2:12][N:13]1[CH2:22][CH2:21][C:16]2(OCC[O:17]2)[CH2:15][CH2:14]1.S(=O)(=O)(O)O, predict the reaction product. The product is: [O:1]1[C:5]2[CH:6]=[CH:7][CH:8]=[CH:9][C:4]=2[CH:3]=[C:2]1[CH2:10][CH2:11][CH2:12][N:13]1[CH2:14][CH2:15][C:16](=[O:17])[CH2:21][CH2:22]1. (3) Given the reactants [C:1]12([OH:12])[CH2:10][CH:5]3[CH2:6][CH:7]([CH2:9][C:3]([OH:11])([CH2:4]3)[CH2:2]1)[CH2:8]2.[C:13](O)(=[O:17])[C:14]([CH3:16])=[CH2:15].COC1C=CC(O)=CC=1.S(=O)(=O)(O)O.O=O.[OH-].[Na+], predict the reaction product. The product is: [C:13]([O:12][C:1]12[CH2:10][CH:5]3[CH2:6][CH:7]([CH2:9][C:3]([OH:11])([CH2:4]3)[CH2:2]1)[CH2:8]2)(=[O:17])[C:14]([CH3:16])=[CH2:15]. (4) Given the reactants S(=O)(=O)(O)O.[CH3:6][CH:7]([CH2:11][CH2:12][CH2:13][CH:14]([CH3:16])[CH3:15])[CH2:8][CH2:9]O.[BrH:17], predict the reaction product. The product is: [CH3:6][CH:7]([CH2:11][CH2:12][CH2:13][CH:14]([CH3:16])[CH3:15])[CH2:8][CH2:9][Br:17]. (5) The product is: [CH2:15]([O:14][C:12](=[O:13])[C:11]([CH:4]1[CH2:5][CH2:6][CH:2]([CH3:1])[C:3]1=[O:7])=[O:17])[CH3:16]. Given the reactants [CH3:1][CH:2]1[CH2:6][CH2:5][CH2:4][C:3]1=[O:7].C(O[C:11](=[O:17])[C:12]([O:14][CH2:15][CH3:16])=[O:13])C.CC[O-].[Na+], predict the reaction product. (6) Given the reactants [C:1]([O:5][C:6]([N:8]([CH2:13][C:14]1[CH:15]=[C:16]([CH:20]=[CH:21][C:22]=1[O:23][CH2:24][CH2:25][N:26]1[CH2:31][CH2:30][O:29][CH2:28][CH2:27]1)[C:17]([OH:19])=[O:18])[S:9]([CH3:12])(=[O:11])=[O:10])=[O:7])([CH3:4])([CH3:3])[CH3:2].[Cl:32][C:33]1[CH:34]=[N+:35]([O-:58])[CH:36]=[C:37]([Cl:57])[C:38]=1[CH2:39][C@@H:40]([C:42]1[CH:47]=[CH:46][C:45]([O:48][CH:49]([F:51])[F:50])=[C:44]([O:52][CH2:53][CH:54]2[CH2:56][CH2:55]2)[CH:43]=1)O.C(Cl)CCl, predict the reaction product. The product is: [C:1]([O:5][C:6]([N:8]([CH2:13][C:14]1[CH:15]=[C:16]([CH:20]=[CH:21][C:22]=1[O:23][CH2:24][CH2:25][N:26]1[CH2:27][CH2:28][O:29][CH2:30][CH2:31]1)[C:17]([O:19][C@H:40]([C:42]1[CH:47]=[CH:46][C:45]([O:48][CH:49]([F:50])[F:51])=[C:44]([O:52][CH2:53][CH:54]2[CH2:55][CH2:56]2)[CH:43]=1)[CH2:39][C:38]1[C:37]([Cl:57])=[CH:36][N+:35]([O-:58])=[CH:34][C:33]=1[Cl:32])=[O:18])[S:9]([CH3:12])(=[O:11])=[O:10])=[O:7])([CH3:4])([CH3:2])[CH3:3]. (7) Given the reactants C(OC([NH:8][CH2:9][CH2:10][CH2:11][N:12]1[C:21]2[C:22]3[CH:23]=[CH:24][CH:25]=[CH:26][C:27]=3[C:28](=[O:29])[C:20]=2[C:19]2[C:14](=[CH:15][C:16]([NH:30][C:31](=[O:36])[C:32]([O:34][CH3:35])=[O:33])=[CH:17][CH:18]=2)[C:13]1=[O:37])=O)(C)(C)C.FC(F)(F)C(O)=O, predict the reaction product. The product is: [NH2:8][CH2:9][CH2:10][CH2:11][N:12]1[C:21]2[C:22]3[CH:23]=[CH:24][CH:25]=[CH:26][C:27]=3[C:28](=[O:29])[C:20]=2[C:19]2[C:14](=[CH:15][C:16]([NH:30][C:31](=[O:36])[C:32]([O:34][CH3:35])=[O:33])=[CH:17][CH:18]=2)[C:13]1=[O:37].